Task: Binary Classification. Given a miRNA mature sequence and a target amino acid sequence, predict their likelihood of interaction.. Dataset: Experimentally validated miRNA-target interactions with 360,000+ pairs, plus equal number of negative samples (1) The miRNA is mmu-miR-1951 with sequence GUAGUGGAGACUGGUGUGGCUA. The protein sequence of the target gene is MYGFVNHALELLVIRNYGPEVWEDIKKEAQLDEEGQFLVRIIYDDSKTYDLVAAASKVLNLNAGEILQMFGKMFFVFCQESGYDTILRVLGSNVREFLQNLDALHDHLATIYPGMRAPSFRCTDAEKGKGLILHYYSEREGLQDIVIGIIKTVAQQIHGTEIDMKVIQQRNEECDHTQFLIEEKESKEEDFYEDLDRFEENGTQESRISPYTFCKAFPFHIIFDRNLVVTQCGNAIYRVLPQLQPGNCSLLSVFSLVRPHIDISFHGILSHINTVFVLRSKEGLLDVEKLECEDELTGAE.... Result: 0 (no interaction). (2) Result: 0 (no interaction). The miRNA is hsa-miR-454-3p with sequence UAGUGCAAUAUUGCUUAUAGGGU. The protein sequence of the target gene is MSGGLAPSKSTVYVSNLPFSLTNNDLYRIFSKYGKVVKVTIMKDKDTRKSKGVAFILFLDKDSAQNCTRAINNKQLFGRVIKASIAIDNGRAAEFIRRRNYFDKSKCYECGESGHLSYACPKNMLGEREPPKKKEKKKKKKAPEPEEEIEEVEESEDEGEDPALDSLSQAIAFQQAKIEEEQKKWKPSSGVPSTSDDSRRPRIKKSTYFSDEEELSD. (3) The miRNA is hsa-miR-520a-5p with sequence CUCCAGAGGGAAGUACUUUCU. The protein sequence of the target gene is MEPRAGDGCFLGDVGFWVERTPVHEAAQRGESLQLQQLIDSGACVNQVTVDSITPLHAASLQGQAQCVQLLLAAGAQVDARNIDGSTPLCDACASGSIECVKLLLSYGAKVNPPLYTASPLHEACMSGSSECVRLLIDVGANLEAHDCHFGTPLHVACAREHLDCVKVLLNAGANVNAAKLHETALHHAAKVKNVDLIEMLIEFGGNIYARDNRGKKPSDYTWSSSAPAKCFEYYEKTPLSLSQLCRVSLRKATGVRGLEKVAKLNIPPRLIDYLSYN. Result: 0 (no interaction). (4) The miRNA is hsa-miR-3170 with sequence CUGGGGUUCUGAGACAGACAGU. The protein sequence of the target gene is MSASAVYVLDLKGKVLICRNYRGDVDMSEVEHFMPILMEKEEEGMLSPILAHGGVRFMWIKHNNLYLVATSKKNACVSLVFSFLYKVVQVFSEYFKELEEESIRDNFVIIYELLDELMDFGYPQTTDSKILQEYITQEGHKLETGAPRPPATVTNAVSWRSEGIKYRKNEVFLDVIEAVNLLVSANGNVLRSEIVGSIKMRVFLSGMPELRLGLNDKVLFDNTGRGKSKSVELEDVKFHQCVRLSRFENDRTISFIPPDGEFELMSYRLNTHVKPLIWIESVIEKHSHSRIEYMVKAKSQ.... Result: 0 (no interaction).